This data is from Full USPTO retrosynthesis dataset with 1.9M reactions from patents (1976-2016). The task is: Predict the reactants needed to synthesize the given product. (1) Given the product [ClH:20].[CH3:15][O:14][C@H:11]1[CH2:12][CH2:13][C@H:8]([NH2:7])[CH2:9][CH2:10]1, predict the reactants needed to synthesize it. The reactants are: C(OC(=O)[NH:7][C@H:8]1[CH2:13][CH2:12][C@H:11]([O:14][CH3:15])[CH2:10][CH2:9]1)(C)(C)C.C([Cl:20])(=O)C. (2) Given the product [C:23]([NH:27][C:2]1[C:3]([CH3:22])=[N:4][C:5]2[C:10]([N:11]=1)=[C:9]([C:12]1[NH:21][C:15]3[N:16]=[CH:17][NH:18][C:19](=[O:20])[C:14]=3[CH:13]=1)[CH:8]=[CH:7][CH:6]=2)([CH3:26])([CH3:25])[CH3:24], predict the reactants needed to synthesize it. The reactants are: F[C:2]1[C:3]([CH3:22])=[N:4][C:5]2[C:10]([N:11]=1)=[C:9]([C:12]1[NH:21][C:15]3[N:16]=[CH:17][NH:18][C:19](=[O:20])[C:14]=3[CH:13]=1)[CH:8]=[CH:7][CH:6]=2.[C:23]([NH2:27])([CH3:26])([CH3:25])[CH3:24]. (3) The reactants are: Br[C:2]1[CH:3]=[N:4][C:5]2[CH2:6][CH2:7][N:8]([C:12]([C:14]3[N:19]=[CH:18][N:17]=[C:16]([N:20]4[CH2:25][CH2:24][CH:23]([N:26]5[CH2:32][CH2:31][C:30]6[CH:33]=[C:34]([O:37][CH3:38])[CH:35]=[CH:36][C:29]=6[NH:28][C:27]5=[O:39])[CH2:22][CH2:21]4)[CH:15]=3)=[O:13])[CH2:9][C:10]=2[CH:11]=1.[H][H]. Given the product [N:4]1[C:5]2[CH2:6][CH2:7][N:8]([C:12]([C:14]3[N:19]=[CH:18][N:17]=[C:16]([N:20]4[CH2:25][CH2:24][CH:23]([N:26]5[CH2:32][CH2:31][C:30]6[CH:33]=[C:34]([O:37][CH3:38])[CH:35]=[CH:36][C:29]=6[NH:28][C:27]5=[O:39])[CH2:22][CH2:21]4)[CH:15]=3)=[O:13])[CH2:9][C:10]=2[CH:11]=[CH:2][CH:3]=1, predict the reactants needed to synthesize it. (4) Given the product [Cl:42][C:43]1[C:48]([Cl:49])=[C:47]([F:50])[CH:46]=[CH:45][C:44]=1[CH2:51][C@@:3]1([C:4]([NH2:13])=[O:6])[CH2:7][CH2:8][C:9](=[O:10])[N:2]1[CH3:1], predict the reactants needed to synthesize it. The reactants are: [CH3:1][N:2]1[C:9](=[O:10])[CH2:8][CH2:7][C@H:3]1[C:4]([OH:6])=O.Cl.C[N:13](C)CCCN=C=NCC.ON1C2C=CC=CC=2N=N1.C(N1CCOCC1)C.Cl.[Cl:42][C:43]1[C:48]([Cl:49])=[C:47]([F:50])[CH:46]=[CH:45][C:44]=1[CH2:51]N.C(=O)([O-])O.[Na+]. (5) Given the product [C:1]1([S:7]([CH2:10][CH2:11][N:12]2[CH2:16][CH2:15][CH2:14][C@H:13]2[C:17]([OH:19])=[O:18])(=[O:9])=[O:8])[CH:2]=[CH:3][CH:4]=[CH:5][CH:6]=1, predict the reactants needed to synthesize it. The reactants are: [C:1]1([S:7]([CH2:10][CH2:11][N:12]2[CH2:16][CH2:15][CH2:14][C@H:13]2[C:17]([O:19]CC2C=CC=CC=2)=[O:18])(=[O:9])=[O:8])[CH:6]=[CH:5][CH:4]=[CH:3][CH:2]=1. (6) Given the product [N:1]1([CH:6]([CH2:17][CH2:18][CH2:19][CH2:20][CH2:21][CH2:22][CH2:23][CH3:24])[CH2:7][CH2:8][CH2:9][CH2:10][CH2:11][CH2:12][CH2:13][CH2:14][C:15]([OH:27])=[O:16])[CH:5]=[CH:4][N:3]=[CH:2]1, predict the reactants needed to synthesize it. The reactants are: [N:1]1([CH:6]([CH2:17][CH2:18][CH2:19][CH2:20][CH2:21][CH2:22][CH2:23][CH3:24])[CH2:7][CH2:8][CH2:9][CH2:10][CH2:11][CH2:12][CH2:13][CH2:14][CH2:15][OH:16])[CH:5]=[CH:4][N:3]=[CH:2]1.CC(C)=[O:27].OS(O)(=O)=O.O=[Cr](=O)=O. (7) The reactants are: [OH:1][C:2]1[C:7]2[CH:8]=[CH:9][O:10][C:6]=2[CH:5]=[CH:4][C:3]=1[C:11](=O)[CH3:12]. Given the product [CH2:11]([C:3]1[C:2]([OH:1])=[C:7]2[CH2:8][CH2:9][O:10][C:6]2=[CH:5][CH:4]=1)[CH3:12], predict the reactants needed to synthesize it. (8) Given the product [ClH:1].[ClH:1].[CH:27]1([NH:3][C@@H:4]2[CH2:6][C@H:5]2[C:7]2[CH:8]=[C:9]([CH:19]=[CH:20][CH:21]=2)[C:10]([NH:12][C:13]2[CH:14]=[N:15][N:16]([CH3:18])[CH:17]=2)=[O:11])[CH2:31][CH2:30][CH2:29][CH2:28]1, predict the reactants needed to synthesize it. The reactants are: [ClH:1].Cl.[NH2:3][C@@H:4]1[CH2:6][C@H:5]1[C:7]1[CH:8]=[C:9]([CH:19]=[CH:20][CH:21]=1)[C:10]([NH:12][C:13]1[CH:14]=[N:15][N:16]([CH3:18])[CH:17]=1)=[O:11].C(=O)([O-])O.[Na+].[C:27]1(=O)[CH2:31][CH2:30][CH2:29][CH2:28]1. (9) Given the product [CH3:1][O:2][C:3](=[O:24])[C@H:4]([CH2:16][C:17]1[CH:18]=[CH:19][C:20]([NH:23][C:43](=[O:44])[C:42]2[CH:46]=[C:47]([I:50])[CH:48]=[CH:49][C:41]=2[NH2:40])=[CH:21][CH:22]=1)[NH:5][C:6](=[O:15])[C:7]1[C:8]([Cl:14])=[CH:9][CH:10]=[CH:11][C:12]=1[Cl:13], predict the reactants needed to synthesize it. The reactants are: [CH3:1][O:2][C:3](=[O:24])[C@H:4]([CH2:16][C:17]1[CH:22]=[CH:21][C:20]([NH2:23])=[CH:19][CH:18]=1)[NH:5][C:6](=[O:15])[C:7]1[C:12]([Cl:13])=[CH:11][CH:10]=[CH:9][C:8]=1[Cl:14].C(Cl)CCl.Cl.C1C=CC2N(O)N=NC=2C=1.[NH2:40][C:41]1[CH:49]=[CH:48][C:47]([I:50])=[CH:46][C:42]=1[C:43](O)=[O:44].